Regression. Given a peptide amino acid sequence and an MHC pseudo amino acid sequence, predict their binding affinity value. This is MHC class I binding data. From a dataset of Peptide-MHC class I binding affinity with 185,985 pairs from IEDB/IMGT. (1) The peptide sequence is FEDQLLPFM. The MHC is H-2-Db with pseudo-sequence H-2-Db. The binding affinity (normalized) is 0.612. (2) The peptide sequence is DYCNVLNKEF. The MHC is HLA-A02:06 with pseudo-sequence HLA-A02:06. The binding affinity (normalized) is 0. (3) The peptide sequence is ITIQYNLTF. The MHC is HLA-A32:01 with pseudo-sequence HLA-A32:01. The binding affinity (normalized) is 0.721. (4) The peptide sequence is IPRRIRQGL. The MHC is HLA-B40:01 with pseudo-sequence HLA-B40:01. The binding affinity (normalized) is 0. (5) The MHC is HLA-B45:01 with pseudo-sequence HLA-B45:01. The peptide sequence is EPVDPRLEPW. The binding affinity (normalized) is 0. (6) The peptide sequence is TAVEHIPTM. The MHC is HLA-A02:01 with pseudo-sequence HLA-A02:01. The binding affinity (normalized) is 0.106. (7) The peptide sequence is EEMATKADY. The MHC is HLA-B40:01 with pseudo-sequence HLA-B40:01. The binding affinity (normalized) is 0.0847. (8) The peptide sequence is DITNILGGVL. The MHC is HLA-A02:01 with pseudo-sequence HLA-A02:01. The binding affinity (normalized) is 0.104.